The task is: Predict the reactants needed to synthesize the given product.. This data is from Full USPTO retrosynthesis dataset with 1.9M reactions from patents (1976-2016). (1) Given the product [CH:2]1([N:7]2[CH2:8][CH2:9][N:10]([C:13]3[CH:18]=[C:17]([N:19]([CH3:20])[C:24]([N:36]4[CH2:41][CH2:40][CH2:39][CH2:38][CH2:37]4)=[O:23])[CH:16]=[CH:15][N:14]=3)[CH2:11][CH2:12]2)[CH2:3][CH2:4][CH2:5][CH2:6]1, predict the reactants needed to synthesize it. The reactants are: Cl.[CH:2]1([N:7]2[CH2:12][CH2:11][N:10]([C:13]3[CH:18]=[C:17]([NH:19][CH3:20])[CH:16]=[CH:15][N:14]=3)[CH2:9][CH2:8]2)[CH2:6][CH2:5][CH2:4][CH2:3]1.O=C(Cl)[O:23][C:24](Cl)(Cl)Cl.CCN(CC)CC.[NH:36]1[CH2:41][CH2:40][CH2:39][CH2:38][CH2:37]1. (2) Given the product [CH:25]([C:7]1[CH:6]=[C:5]([CH2:8][CH2:9][C:10]([OH:12])=[O:11])[CH:4]=[CH:3][C:2]=1[OH:1])=[O:26], predict the reactants needed to synthesize it. The reactants are: [OH:1][C:2]1[CH:7]=[CH:6][C:5]([CH2:8][CH2:9][C:10]([OH:12])=[O:11])=[CH:4][CH:3]=1.C1N2CN3CN(C2)CN1C3.FC(F)(F)[C:25](O)=[O:26]. (3) Given the product [CH:19]1([C:17]([C:15]2[O:16][C:12]3[CH:11]=[CH:10][C:9]([OH:8])=[CH:26][C:13]=3[C:14]=2[CH3:25])=[O:18])[CH2:20][CH2:21][CH2:22][CH2:23][CH2:24]1, predict the reactants needed to synthesize it. The reactants are: C([O:8][C:9]1[CH:10]=[CH:11][C:12]2[O:16][C:15]([C:17]([CH:19]3[CH2:24][CH2:23][CH2:22][CH2:21][CH2:20]3)=[O:18])=[C:14]([CH3:25])[C:13]=2[CH:26]=1)C1C=CC=CC=1. (4) Given the product [Br:1][C:2]1[CH:3]=[CH:4][C:5]([CH:8]([NH:13][CH3:14])[C:9]([F:10])([F:11])[F:12])=[N:6][CH:7]=1, predict the reactants needed to synthesize it. The reactants are: [Br:1][C:2]1[CH:3]=[CH:4][C:5](/[C:8](=[N:13]\[CH3:14])/[C:9]([F:12])([F:11])[F:10])=[N:6][CH:7]=1.C([BH3-])#N.[Na+]. (5) Given the product [OH-:13].[Na+:2].[OH:13][C:10]1[CH:9]=[CH:8][C:7]([C:4]([C:3]2[CH:9]=[CH:8][C:7]([OH:1])=[CH:4][CH:3]=2)([CH3:5])[CH3:6])=[CH:12][CH:11]=1, predict the reactants needed to synthesize it. The reactants are: [OH-:1].[Na+:2].[CH3:3][C:4]([C:7]1[CH:12]=[CH:11][C:10]([OH:13])=[CH:9][CH:8]=1)([CH3:6])[CH3:5]. (6) Given the product [N:6]1[CH:7]=[CH:8][CH:9]=[C:4]([O:3][CH:11]([CH3:19])[C:12]([O:14][C:15]([CH3:18])([CH3:17])[CH3:16])=[O:13])[CH:5]=1, predict the reactants needed to synthesize it. The reactants are: [H-].[Na+].[OH:3][C:4]1[CH:5]=[N:6][CH:7]=[CH:8][CH:9]=1.Br[CH:11]([CH3:19])[C:12]([O:14][C:15]([CH3:18])([CH3:17])[CH3:16])=[O:13].C(=O)(O)[O-].[Na+]. (7) Given the product [Cl:24][C:18]1[C:17]([CH3:25])=[C:16]([N:12]2[CH:11]([O:26][CH3:27])[C:10]3([CH2:28][CH2:29][CH2:30][CH:9]3[OH:8])[O:14][C:13]2=[O:15])[CH:23]=[CH:22][C:19]=1[C:20]#[N:21], predict the reactants needed to synthesize it. The reactants are: [Si]([O:8][CH:9]1[CH2:30][CH2:29][CH2:28][C:10]21[O:14][C:13](=[O:15])[N:12]([C:16]1[CH:23]=[CH:22][C:19]([C:20]#[N:21])=[C:18]([Cl:24])[C:17]=1[CH3:25])[CH:11]2[O:26][CH3:27])(C(C)(C)C)(C)C.Cl.